The task is: Binary Classification. Given a miRNA mature sequence and a target amino acid sequence, predict their likelihood of interaction.. This data is from Experimentally validated miRNA-target interactions with 360,000+ pairs, plus equal number of negative samples. (1) The protein sequence of the target gene is MEERGDSEPTPGCSGLGPGGVRGFGDGGGAPSWAPEDAWMGTHPKYLEMMELDIGDATQVYVAFLVYLDLMESKSWHEVNCVGLPELQLICLVGTEIEGEGLQTVVPTPITASLSHNRIREILKASRKLQGDPDLPMSFTLAIVESDSTIVYYKLTDGFMLPDPQNISLRR. The miRNA is mmu-miR-338-3p with sequence UCCAGCAUCAGUGAUUUUGUUG. Result: 0 (no interaction). (2) The miRNA is hsa-miR-7108-3p with sequence ACCCGCCCGUCUCCCCACAG. The protein sequence of the target gene is MELQSRPEALAVELARHQNGDLKKQLHERQPRIAALSDKQALGTITAVPVTGPQVSSLQRLAGQGAAVLPQVRPKTLIPDSLPVAPGRDRPPKQPPTFQKATVVSVKNPSPALPTANNTVSHVPAPGSQPQALAEPAALASPLSSAGVAYAIISTSPSNAAAMAPSTAVSVVSDSIKVQPLLISADNKPPPRLLSSPHPATHHCPLHPSSLPLTPPSPSLSPSPLHGIFQVIIIQPQVQTQPESTAESRPPTEEPSQGAQATKKKKEDRPPTQENPEKIAFMVALGLVTTEHLEEIQSKR.... Result: 1 (interaction). (3) The miRNA is mmu-miR-125b-5p with sequence UCCCUGAGACCCUAACUUGUGA. The protein sequence of the target gene is MEELGAAASGAGGGGGGGEEHGGGRSNKRGAGNRAANEEETRNKPKLRDRITSFRKSATKREKPVIQHSIDYQTAVVEIPPALIVHDDRSLILSEKEVLDLFEKMMEDMNLNEEKKAPLRKKDFSIKREMVVQYISATSKSIVGSKVLGGLKNSKHEFTLSSQEYVHELRSGISDEKLLNCLESLRVSLTSHPVSWVNNFGYEGLGVLLDVLEKLLDKKQQENIDKKNQYKVIQCLKAFMNNKFGLQRILGDERSLLLLARAIDPKQQNMMTEIVKILSAICIVGEENILDKLLGGITAA.... Result: 0 (no interaction). (4) The miRNA is hsa-miR-548ba with sequence AAAGGUAACUGUGAUUUUUGCU. The protein sequence of the target gene is MAASGVEKSSKKKTEKKLAAREEAKLLAGFMGVMNNMRKQKTLCDVILMVQERKIPAHRVVLAAASHFFNLMFTTNMLESKSFEVELKDAEPDIIEQLVEFAYTARISVNSNNVQSLLDAANQYQIEPVKKMCVDFLKEQVDASNCLGISVLAECLDCPELKATADDFIHQHFTEVYKTDEFLQLDVKRVTHLLNQDTLTVRAEDQVYDAAVRWLKYDEPNRQPFMVDILAKVRFPLISKNFLSKTVQAEPLIQDNPECLKMVISGMRYHLLSPEDREELVDGTRPRRKKHDYRIALFGG.... Result: 0 (no interaction). (5) The miRNA is cfa-miR-421 with sequence AUCAACAGACAUUAAUUGGGCG. The protein sequence of the target gene is MAMNSMCIEEQHHLEHYLFPVVYIIVFIVSVPANIGSLCVSFLQAKKENELGIYLFSLSLSDLLYALTLPLWINYTWNKDNWTFSPTLCKGSVFFTYMNFYSSTAFLTCIALDRYLAVVYPLKFSFLRTRRFAFITSLSIWILESFFNSMLLWKDETSVEYCDSDKSNFTLCYDKYPLEKWQINLNLFRTCMGYAIPLITIMICNHKVYRAVRHNQATENSEKRRIIKLLASITLTFVLCFTPFHVMVLIRCVLERDMNVNDKSGWQTFTVYRVTVALTSLNCVADPILYCFVTETGRAD.... Result: 0 (no interaction). (6) The miRNA is cel-miR-794-5p with sequence UGAGGUAAUCAUCGUUGUCACU. The protein sequence of the target gene is MISRLLQNNLMSVDPVSSQAMELSDVTLIEGVGNEVMVVAGVVALTLALVLAWLSTYVADSGNNQLLGTIVSAGDTSVLHLGHVDQLVNQGTPEPTEHPHPSGGNDDKAEETSDSGGDATGEPGARGEMEPSLEHLLDIQGLPKRQAGLGSSRPEAPLGLDDGSCLSPSPSLINVRLKFLNDTEELAVARPEDTVGTLKSKYFPGQESQMKLIYQGRLLQDPARTLSSLNITNNCVIHCHRSPPGAAVSGPSASLTPTTEQSSLGVNVGSLMVPVFVVLLGVVWYFRINYRQFFTGPATI.... Result: 0 (no interaction). (7) The miRNA is hsa-miR-6509-5p with sequence AUUAGGUAGUGGCAGUGGAAC. The protein sequence of the target gene is MAAPSGSVNCEEFAEFQELLKVMRTIDDRIVHELNTTVPTASFAGKIDASQTCKQLYESLMAAHVSRDRVIKNCIAQTSAVVKSLREEREKNLDDLTLLKRLRKEQTKLKWMQSELNVEEVVNDRSWKVFNERCRVHFKPPKNE. Result: 0 (no interaction). (8) The miRNA is hsa-miR-4273 with sequence GUGUUCUCUGAUGGACAG. The protein sequence of the target gene is MDTPRVLLSAVFLISFLWDLPGFQQASISSSSSSAELGSTKGMRSRKEGKMQRAPRDSDAGREGQEPQPRPQDEPRAQQPRAQEPPGRGPRVVPHEYMLSIYRTYSIAEKLGINASFFQSSKSANTITSFVDRGLDDLSHTPLRRQKYLFDVSMLSDKEELVGAELRLFRQAPSAPWGPPAGPLHVQLFPCLSPLLLDARTLDPQGAPPAGWEVFDVWQGLRHQPWKQLCLELRAAWGELDAGEAEARARGPQQPPPPDLRSLGFGRRVRPPQERALLVVFTRSQRKNLFAEMREQLGSA.... Result: 0 (no interaction).